This data is from NCI-60 drug combinations with 297,098 pairs across 59 cell lines. The task is: Regression. Given two drug SMILES strings and cell line genomic features, predict the synergy score measuring deviation from expected non-interaction effect. (1) Drug 1: CC1=C2C(C(=O)C3(C(CC4C(C3C(C(C2(C)C)(CC1OC(=O)C(C(C5=CC=CC=C5)NC(=O)OC(C)(C)C)O)O)OC(=O)C6=CC=CC=C6)(CO4)OC(=O)C)OC)C)OC. Drug 2: C(CN)CNCCSP(=O)(O)O. Cell line: OVCAR3. Synergy scores: CSS=61.3, Synergy_ZIP=12.9, Synergy_Bliss=12.8, Synergy_Loewe=-31.6, Synergy_HSA=10.0. (2) Drug 1: C1CN(P(=O)(OC1)NCCCl)CCCl. Drug 2: CC1C(C(CC(O1)OC2CC(CC3=C2C(=C4C(=C3O)C(=O)C5=CC=CC=C5C4=O)O)(C(=O)C)O)N)O. Cell line: MCF7. Synergy scores: CSS=28.5, Synergy_ZIP=-0.636, Synergy_Bliss=-2.62, Synergy_Loewe=-27.1, Synergy_HSA=-1.32. (3) Drug 1: CCC1=CC2CC(C3=C(CN(C2)C1)C4=CC=CC=C4N3)(C5=C(C=C6C(=C5)C78CCN9C7C(C=CC9)(C(C(C8N6C)(C(=O)OC)O)OC(=O)C)CC)OC)C(=O)OC.C(C(C(=O)O)O)(C(=O)O)O. Drug 2: C1=NNC2=C1C(=O)NC=N2. Cell line: UACC62. Synergy scores: CSS=45.5, Synergy_ZIP=-3.68, Synergy_Bliss=-2.05, Synergy_Loewe=-51.1, Synergy_HSA=-1.05. (4) Drug 1: CN1CCC(CC1)COC2=C(C=C3C(=C2)N=CN=C3NC4=C(C=C(C=C4)Br)F)OC. Drug 2: CCC1(CC2CC(C3=C(CCN(C2)C1)C4=CC=CC=C4N3)(C5=C(C=C6C(=C5)C78CCN9C7C(C=CC9)(C(C(C8N6C)(C(=O)OC)O)OC(=O)C)CC)OC)C(=O)OC)O.OS(=O)(=O)O. Cell line: OVCAR-8. Synergy scores: CSS=51.0, Synergy_ZIP=10.6, Synergy_Bliss=14.0, Synergy_Loewe=3.42, Synergy_HSA=13.9. (5) Drug 1: C1=NC2=C(N=C(N=C2N1C3C(C(C(O3)CO)O)F)Cl)N. Drug 2: CC12CCC3C(C1CCC2OP(=O)(O)O)CCC4=C3C=CC(=C4)OC(=O)N(CCCl)CCCl.[Na+]. Cell line: CCRF-CEM. Synergy scores: CSS=11.4, Synergy_ZIP=-8.41, Synergy_Bliss=-6.58, Synergy_Loewe=-8.62, Synergy_HSA=-8.43. (6) Drug 1: C1=CC(=CC=C1CC(C(=O)O)N)N(CCCl)CCCl.Cl. Drug 2: C1=CC(=CC=C1C#N)C(C2=CC=C(C=C2)C#N)N3C=NC=N3. Cell line: UACC62. Synergy scores: CSS=7.10, Synergy_ZIP=-3.64, Synergy_Bliss=-1.29, Synergy_Loewe=-6.00, Synergy_HSA=-1.36. (7) Drug 1: CC1CCC2CC(C(=CC=CC=CC(CC(C(=O)C(C(C(=CC(C(=O)CC(OC(=O)C3CCCCN3C(=O)C(=O)C1(O2)O)C(C)CC4CCC(C(C4)OC)O)C)C)O)OC)C)C)C)OC. Drug 2: C1CNP(=O)(OC1)N(CCCl)CCCl. Cell line: NCI-H322M. Synergy scores: CSS=9.67, Synergy_ZIP=0.440, Synergy_Bliss=-4.46, Synergy_Loewe=-13.7, Synergy_HSA=-5.11. (8) Drug 1: C1CC(C1)(C(=O)O)C(=O)O.[NH2-].[NH2-].[Pt+2]. Drug 2: CC12CCC3C(C1CCC2O)C(CC4=C3C=CC(=C4)O)CCCCCCCCCS(=O)CCCC(C(F)(F)F)(F)F. Cell line: HS 578T. Synergy scores: CSS=0.566, Synergy_ZIP=-0.575, Synergy_Bliss=-1.76, Synergy_Loewe=-1.83, Synergy_HSA=-2.03. (9) Drug 1: C1=C(C(=O)NC(=O)N1)N(CCCl)CCCl. Drug 2: C(CCl)NC(=O)N(CCCl)N=O. Cell line: SK-OV-3. Synergy scores: CSS=10.6, Synergy_ZIP=-4.63, Synergy_Bliss=-2.10, Synergy_Loewe=-3.43, Synergy_HSA=-3.32. (10) Drug 1: CC1CCC2CC(C(=CC=CC=CC(CC(C(=O)C(C(C(=CC(C(=O)CC(OC(=O)C3CCCCN3C(=O)C(=O)C1(O2)O)C(C)CC4CCC(C(C4)OC)O)C)C)O)OC)C)C)C)OC. Drug 2: C(CC(=O)O)C(=O)CN.Cl. Cell line: TK-10. Synergy scores: CSS=15.0, Synergy_ZIP=-6.79, Synergy_Bliss=-4.32, Synergy_Loewe=-3.37, Synergy_HSA=-3.17.